From a dataset of hERG potassium channel inhibition data for cardiac toxicity prediction from Karim et al.. Regression/Classification. Given a drug SMILES string, predict its toxicity properties. Task type varies by dataset: regression for continuous values (e.g., LD50, hERG inhibition percentage) or binary classification for toxic/non-toxic outcomes (e.g., AMES mutagenicity, cardiotoxicity, hepatotoxicity). Dataset: herg_karim. (1) The molecule is Cc1ccc2nc(CN3CCN(C(=O)CC(c4ccccc4)c4ccc(F)cc4)CC3)oc2c1. The result is 1 (blocker). (2) The molecule is COc1cc2c(Nc3ccc(NC(=O)c4ccccc4)cc3)ncnc2cc1OCCCN1CCOCC1. The result is 0 (non-blocker). (3) The drug is CNc1nc(NCCCN(C)C)c2sc(-c3ccccc3)cc2n1. The result is 1 (blocker). (4) The result is 1 (blocker). The compound is C[C@@H](NC(=O)C1(N)CCN(c2ncnc3[nH]ccc23)CC1)c1ccc(Cl)cc1. (5) The compound is Fc1ccc(C(Cc2ccccc2OC(F)(F)F)N2CCNCC2)cc1. The result is 1 (blocker). (6) The molecule is Fc1ccc2[nH]c(-c3ccccc3)c(C3CNCC[C@H]3F)c2c1. The result is 1 (blocker). (7) The result is 1 (blocker). The drug is CC(C)COC[C@@H](CN(Cc1ccccc1)c1ccccc1)N1CCCC1.